Dataset: Forward reaction prediction with 1.9M reactions from USPTO patents (1976-2016). Task: Predict the product of the given reaction. (1) Given the reactants C1(C(=[N:14][C:15]2[CH:20]=[CH:19][C:18]([C@H:21]3[O:26][CH2:25][CH2:24][N:23]([C:27]([O:29][C:30]([CH3:33])([CH3:32])[CH3:31])=[O:28])[CH2:22]3)=[CH:17][CH:16]=2)C2C=CC=CC=2)C=CC=CC=1.C([O-])=O.[NH4+], predict the reaction product. The product is: [NH2:14][C:15]1[CH:20]=[CH:19][C:18]([C@H:21]2[O:26][CH2:25][CH2:24][N:23]([C:27]([O:29][C:30]([CH3:33])([CH3:32])[CH3:31])=[O:28])[CH2:22]2)=[CH:17][CH:16]=1. (2) Given the reactants [NH2:1][C:2]1[CH:10]=[CH:9][C:5]([CH2:6][C:7]#[N:8])=[CH:4][CH:3]=1.C(N(CC)C(C)C)(C)C.[CH:20]([C:22]1[CH:30]=[CH:29][C:25]([C:26](Cl)=[O:27])=[CH:24][CH:23]=1)=[O:21], predict the reaction product. The product is: [C:7]([CH2:6][C:5]1[CH:9]=[CH:10][C:2]([NH:1][C:26](=[O:27])[C:25]2[CH:29]=[CH:30][C:22]([CH:20]=[O:21])=[CH:23][CH:24]=2)=[CH:3][CH:4]=1)#[N:8].